The task is: Predict the product of the given reaction.. This data is from Forward reaction prediction with 1.9M reactions from USPTO patents (1976-2016). (1) Given the reactants [C:1]([O:5][C:6]([N:8]1[CH2:13][CH:12]=[C:11](B2OC(C)(C)C(C)(C)O2)[CH2:10][CH2:9]1)=[O:7])([CH3:4])([CH3:3])[CH3:2].C([O-])([O-])=O.[K+].[K+].[CH2:29]([O:36][C:37]1[C:42]([F:43])=[CH:41][CH:40]=[CH:39][C:38]=1Br)[C:30]1[CH:35]=[CH:34][CH:33]=[CH:32][CH:31]=1, predict the reaction product. The product is: [C:1]([O:5][C:6]([N:8]1[CH2:13][CH:12]=[C:11]([C:38]2[CH:39]=[CH:40][CH:41]=[C:42]([F:43])[C:37]=2[O:36][CH2:29][C:30]2[CH:31]=[CH:32][CH:33]=[CH:34][CH:35]=2)[CH2:10][CH2:9]1)=[O:7])([CH3:2])([CH3:3])[CH3:4]. (2) Given the reactants C([O:4][C@@H:5]1[C@@H:10]([O:11]C(=O)C)[C@H:9]([O:15]C(=O)C)[C@@H:8]([CH2:19][O:20]C(=O)C)[O:7][C:6]1([C:26]1[CH:31]=[CH:30][C:29]([CH2:32][CH3:33])=[C:28]([CH2:34][C:35]2[CH:44]=[CH:43][C:38]3[O:39][CH2:40][CH2:41][O:42][C:37]=3[CH:36]=2)[CH:27]=1)[O:24][CH3:25])(=O)C.O[Li].O, predict the reaction product. The product is: [O:39]1[CH2:40][CH2:41][O:42][C:37]2[CH:36]=[C:35]([CH2:34][C:28]3[CH:27]=[C:26]([C:6]4([O:24][CH3:25])[C@H:5]([OH:4])[C@@H:10]([OH:11])[C@H:9]([OH:15])[C@@H:8]([CH2:19][OH:20])[O:7]4)[CH:31]=[CH:30][C:29]=3[CH2:32][CH3:33])[CH:44]=[CH:43][C:38]1=2. (3) Given the reactants [Cl:1][C:2]1[N:7]=[C:6]([C:8]#[C:9][C:10]2[CH:11]=[C:12]([NH:16][C:17](=[O:22])[C:18]([F:21])([F:20])[F:19])[CH:13]=[CH:14][CH:15]=2)[CH:5]=[CH:4][N:3]=1.[I-].[NH2:24][N+:25]1[CH:30]=[CH:29][CH:28]=[CH:27][CH:26]=1.[OH-].[K+].C([O-])([O-])=O.[K+].[K+], predict the reaction product. The product is: [Cl:1][C:2]1[N:7]=[C:6]([C:8]2[C:9]([C:10]3[CH:11]=[C:12]([NH:16][C:17](=[O:22])[C:18]([F:19])([F:20])[F:21])[CH:13]=[CH:14][CH:15]=3)=[N:24][N:25]3[CH:30]=[CH:29][CH:28]=[CH:27][C:26]=23)[CH:5]=[CH:4][N:3]=1. (4) Given the reactants [CH2:1]([O:8][C:9]1[CH:10]=[CH:11][C:12]2[O:16][C:15]([C:17](=[O:20])[CH2:18][CH3:19])=[C:14]([CH3:21])[C:13]=2[CH:22]=1)[C:2]1[CH:7]=[CH:6][CH:5]=[CH:4][CH:3]=1.[BH4-].[Na+], predict the reaction product. The product is: [CH2:1]([O:8][C:9]1[CH:10]=[CH:11][C:12]2[O:16][C:15]([CH:17]([OH:20])[CH2:18][CH3:19])=[C:14]([CH3:21])[C:13]=2[CH:22]=1)[C:2]1[CH:3]=[CH:4][CH:5]=[CH:6][CH:7]=1. (5) Given the reactants [CH3:1][O:2][C:3]([C:5]1[S:6][C:7]([CH2:10][CH2:11][CH2:12][CH2:13][OH:14])=[CH:8][CH:9]=1)=[O:4].CCCCCC.CC[O:23]C(C)=O, predict the reaction product. The product is: [CH3:1][O:2][C:3]([C:5]1[S:6][C:7]([CH2:10][CH2:11][CH2:12][C:13]([OH:23])=[O:14])=[CH:8][CH:9]=1)=[O:4]. (6) Given the reactants [NH2:1][C@H:2]1[C:11]2[CH:10]=[N:9][CH:8]=[C:7]([C:12]3[CH:13]=[C:14]4[C:19](=[CH:20][CH:21]=3)[N:18]([CH3:22])[C:17](=[O:23])[CH2:16][CH2:15]4)[C:6]=2[CH2:5][CH2:4][CH2:3]1.[CH:24]1([C:27](Cl)=[O:28])[CH2:26][CH2:25]1, predict the reaction product. The product is: [CH3:22][N:18]1[C:19]2[C:14](=[CH:13][C:12]([C:7]3[C:6]4[CH2:5][CH2:4][CH2:3][C@@H:2]([NH:1][C:27]([CH:24]5[CH2:26][CH2:25]5)=[O:28])[C:11]=4[CH:10]=[N:9][CH:8]=3)=[CH:21][CH:20]=2)[CH2:15][CH2:16][C:17]1=[O:23]. (7) Given the reactants [F:1][C:2]1[CH:31]=[CH:30][C:29]([C:32]([NH:34][C:35]2[CH:40]=[C:39]([CH3:41])[CH:38]=[CH:37][C:36]=2[F:42])=[O:33])=[CH:28][C:3]=1[O:4][C:5]1[CH:10]=[CH:9][N:8]=[C:7]([C:11]2[NH:15][CH:14]=[C:13]([C:16]([NH:18][CH:19]([CH2:23][CH2:24][C:25]([OH:27])=O)[C:20](O)=[O:21])=[O:17])[CH:12]=2)[CH:6]=1.Cl.C[N:45](C)[CH2:46][CH2:47]CN=C=NCC.[CH2:55]([NH2:57])[CH3:56].C1COCC1, predict the reaction product. The product is: [CH2:55]([NH:57][C:20](=[O:21])[CH:19]([NH:18][C:16]([C:13]1[CH:12]=[C:11]([C:7]2[CH:6]=[C:5]([O:4][C:3]3[CH:28]=[C:29]([C:32]([NH:34][C:35]4[CH:40]=[C:39]([CH3:41])[CH:38]=[CH:37][C:36]=4[F:42])=[O:33])[CH:30]=[CH:31][C:2]=3[F:1])[CH:10]=[CH:9][N:8]=2)[NH:15][CH:14]=1)=[O:17])[CH2:23][CH2:24][C:25]([NH:45][CH2:46][CH3:47])=[O:27])[CH3:56].